Task: Predict the reactants needed to synthesize the given product.. Dataset: Full USPTO retrosynthesis dataset with 1.9M reactions from patents (1976-2016) Given the product [NH2:1][C:2]1[CH:3]=[CH:4][C:5]([CH:8]([CH3:16])[C:9]([O:11][C:12]([CH3:15])([CH3:14])[CH3:13])=[O:10])=[CH:6][C:7]=1[Br:17], predict the reactants needed to synthesize it. The reactants are: [NH2:1][C:2]1[CH:7]=[CH:6][C:5]([CH:8]([CH3:16])[C:9]([O:11][C:12]([CH3:15])([CH3:14])[CH3:13])=[O:10])=[CH:4][CH:3]=1.[Br:17]N1C(=O)CCC1=O.O.